Dataset: Catalyst prediction with 721,799 reactions and 888 catalyst types from USPTO. Task: Predict which catalyst facilitates the given reaction. Reactant: [CH2:1]([O:3][C:4](=[O:38])[C:5]([O:33][CH2:34][CH2:35][CH2:36][CH3:37])([CH3:32])[CH2:6][C:7]1[CH:12]=[CH:11][C:10]([O:13][CH2:14][CH2:15][CH:16]2[CH2:20][N:19](CC3C=CC(OC)=CC=3)[C:18](=[O:30])[N:17]2[CH3:31])=[CH:9][CH:8]=1)[CH3:2].C([SiH](CC)CC)C. Product: [CH2:1]([O:3][C:4](=[O:38])[C:5]([O:33][CH2:34][CH2:35][CH2:36][CH3:37])([CH3:32])[CH2:6][C:7]1[CH:8]=[CH:9][C:10]([O:13][CH2:14][CH2:15][CH:16]2[CH2:20][NH:19][C:18](=[O:30])[N:17]2[CH3:31])=[CH:11][CH:12]=1)[CH3:2]. The catalyst class is: 55.